From a dataset of Reaction yield outcomes from USPTO patents with 853,638 reactions. Predict the reaction yield, written as a fraction of the theoretical maximum amount of product (1.0 means a 100% yield; for example, 0.34 means a 34% yield). (1) No catalyst specified. The reactants are [NH2:1][C:2]1[CH:7]=[C:6]([S:8]([NH:11][C:12]2[CH:17]=[CH:16][CH:15]=[CH:14][CH:13]=2)(=[O:10])=[O:9])[CH:5]=[CH:4][C:3]=1[N:18]1[CH2:24][CH2:23][CH2:22][N:21]([C:25]([O:27][C:28]([CH3:31])([CH3:30])[CH3:29])=[O:26])[CH2:20][CH2:19]1.[CH3:32][S:33](Cl)(=[O:35])=[O:34].N1C=CC=CC=1. The yield is 0.580. The product is [NH:11]([S:8]([C:6]1[CH:5]=[CH:4][C:3]([N:18]2[CH2:24][CH2:23][CH2:22][N:21]([C:25]([O:27][C:28]([CH3:31])([CH3:30])[CH3:29])=[O:26])[CH2:20][CH2:19]2)=[C:2]([NH:1][S:33]([CH3:32])(=[O:35])=[O:34])[CH:7]=1)(=[O:9])=[O:10])[C:12]1[CH:13]=[CH:14][CH:15]=[CH:16][CH:17]=1. (2) The reactants are Br[C:2]1[N:6]2[N:7]=[C:8]([NH:11][CH2:12][CH2:13][CH2:14][CH3:15])[CH:9]=[CH:10][C:5]2=[N:4][CH:3]=1.CC1(C)C(C)(C)OB([C:24]2[CH:25]=[CH:26][C:27]([NH:30]C(=O)OC(C)(C)C)=[N:28][CH:29]=2)O1.P([O-])([O-])([O-])=O.[K+].[K+].[K+]. The product is [NH2:30][C:27]1[N:28]=[CH:29][C:24]([C:2]2[N:6]3[N:7]=[C:8]([NH:11][CH2:12][CH2:13][CH2:14][CH3:15])[CH:9]=[CH:10][C:5]3=[N:4][CH:3]=2)=[CH:25][CH:26]=1. The yield is 0.470. The catalyst is C1C=CC(P(C2C=CC=CC=2)[C-]2C=CC=C2)=CC=1.C1C=CC(P(C2C=CC=CC=2)[C-]2C=CC=C2)=CC=1.Cl[Pd]Cl.[Fe+2].C(#N)C.O. (3) The reactants are CO[C:3]([C:5]1C(=O)[N:9]([C:12]2[C:13](=[O:33])[O:14][C:15]3[C:20]([CH:21]=2)=[CH:19][C:18]([N:22]2[C:26](=[O:27])[C:25]([C:28](OC)=O)=[CH:24][C:23]2=O)=[CH:17][CH:16]=3)[C:7](=[O:8])[CH:6]=1)=O.[CH2:34]([SH:36])[CH3:35].C[S:38]([CH3:40])=O. No catalyst specified. The product is [CH2:5]([CH:6]1[C:7](=[O:8])[N:9]([C:12]2[C:13](=[O:33])[O:14][C:15]3[C:20]([CH:21]=2)=[CH:19][C:18]([N:22]2[C:26](=[O:27])[CH:25]([CH2:24][CH3:23])[CH2:28][C:40]2=[S:38])=[CH:17][CH:16]=3)[C:34](=[S:36])[CH2:35]1)[CH3:3]. The yield is 0.830. (4) The reactants are [Br:1][C:2]1[CH:3]=[C:4]([C:8]([C:10]([C:12]2[CH:17]=[CH:16][CH:15]=[CH:14][CH:13]=2)=O)=O)[CH:5]=[CH:6][CH:7]=1.[CH2:18]([CH:28]([CH2:70][CH2:71][CH2:72][CH2:73][CH2:74][CH2:75][CH2:76][CH2:77][CH2:78][CH2:79][CH2:80][CH3:81])[CH2:29][C:30]1[CH:35]=[CH:34][C:33]([CH2:36][C:37](=[O:69])[CH2:38][C:39]2[CH:44]=[CH:43][C:42]([CH2:45][CH:46]([CH2:59][CH2:60][CH2:61][CH2:62][CH2:63][CH2:64][CH2:65][CH2:66][CH2:67][CH3:68])[CH2:47][CH2:48][CH2:49][CH2:50][CH2:51][CH2:52][CH2:53][CH2:54][CH2:55][CH2:56][CH2:57][CH3:58])=[CH:41][CH:40]=2)=[CH:32][CH:31]=1)[CH2:19][CH2:20][CH2:21][CH2:22][CH2:23][CH2:24][CH2:25][CH2:26][CH3:27].[OH-].C([N+](CC)(CC)CC)C. The catalyst is C(O)(C)(C)C. The product is [Br:1][C:2]1[CH:3]=[C:4]([C:8]2[C:10]([C:12]3[CH:13]=[CH:14][CH:15]=[CH:16][CH:17]=3)=[C:38]([C:39]3[CH:44]=[CH:43][C:42]([CH2:45][CH:46]([CH2:59][CH2:60][CH2:61][CH2:62][CH2:63][CH2:64][CH2:65][CH2:66][CH2:67][CH3:68])[CH2:47][CH2:48][CH2:49][CH2:50][CH2:51][CH2:52][CH2:53][CH2:54][CH2:55][CH2:56][CH2:57][CH3:58])=[CH:41][CH:40]=3)[C:37](=[O:69])[C:36]=2[C:33]2[CH:32]=[CH:31][C:30]([CH2:29][CH:28]([CH2:18][CH2:19][CH2:20][CH2:21][CH2:22][CH2:23][CH2:24][CH2:25][CH2:26][CH3:27])[CH2:70][CH2:71][CH2:72][CH2:73][CH2:74][CH2:75][CH2:76][CH2:77][CH2:78][CH2:79][CH2:80][CH3:81])=[CH:35][CH:34]=2)[CH:5]=[CH:6][CH:7]=1. The yield is 0.850. (5) The reactants are [Cl:1][C:2]1[N:3]=[C:4]([C:9]([NH:11][C@H:12]2[CH2:17][CH2:16][N:15]([C:18](OC(C)(C)C)=O)[CH2:14][C@H:13]2[N:25]([CH3:27])[CH3:26])=[O:10])[NH:5][C:6]=1[CH2:7][CH3:8].Cl.O1CCOCC1.BrC1[S:37][C:38]([C:42]([O:44][CH2:45][CH3:46])=[O:43])=[C:39]([CH3:41])[N:40]=1.C(=O)([O-])[O-].[Na+].[Na+]. No catalyst specified. The product is [Cl:1][C:2]1[N:3]=[C:4]([C:9]([NH:11][C@H:12]2[CH2:17][CH2:16][N:15]([C:18]3[S:37][C:38]([C:42]([O:44][CH2:45][CH3:46])=[O:43])=[C:39]([CH3:41])[N:40]=3)[CH2:14][C@H:13]2[N:25]([CH3:26])[CH3:27])=[O:10])[NH:5][C:6]=1[CH2:7][CH3:8]. The yield is 0.900.